This data is from Peptide-MHC class II binding affinity with 134,281 pairs from IEDB. The task is: Regression. Given a peptide amino acid sequence and an MHC pseudo amino acid sequence, predict their binding affinity value. This is MHC class II binding data. (1) The peptide sequence is ERFALNPGLLETSEGCK. The MHC is DRB1_0101 with pseudo-sequence DRB1_0101. The binding affinity (normalized) is 0.590. (2) The peptide sequence is SVRIRVRSGGHDYEG. The MHC is HLA-DQA10501-DQB10301 with pseudo-sequence HLA-DQA10501-DQB10301. The binding affinity (normalized) is 0.386. (3) The MHC is DRB1_0801 with pseudo-sequence DRB1_0801. The binding affinity (normalized) is 0. The peptide sequence is EGPEEHEILNDSGET. (4) The peptide sequence is GVEGIGLQYLGYVIRK. The MHC is HLA-DQA10102-DQB10501 with pseudo-sequence HLA-DQA10102-DQB10501. The binding affinity (normalized) is 0.586. (5) The peptide sequence is VFVIREPFISCSHLE. The MHC is DRB1_0405 with pseudo-sequence DRB1_0405. The binding affinity (normalized) is 0.319. (6) The peptide sequence is FGMVQFQKFFNPVTP. The MHC is DRB1_0401 with pseudo-sequence DRB1_0401. The binding affinity (normalized) is 0.446.